Task: Regression. Given two drug SMILES strings and cell line genomic features, predict the synergy score measuring deviation from expected non-interaction effect.. Dataset: NCI-60 drug combinations with 297,098 pairs across 59 cell lines (1) Drug 1: C1=CN(C(=O)N=C1N)C2C(C(C(O2)CO)O)(F)F. Drug 2: C1CC(CCC1OC2=C(C(=CC=C2)Cl)F)(CC3=NC(=CC=C3)NC4=NC=CS4)C(=O)O. Cell line: UACC62. Synergy scores: CSS=34.5, Synergy_ZIP=-3.37, Synergy_Bliss=-3.95, Synergy_Loewe=-8.40, Synergy_HSA=-1.17. (2) Drug 1: CS(=O)(=O)C1=CC(=C(C=C1)C(=O)NC2=CC(=C(C=C2)Cl)C3=CC=CC=N3)Cl. Drug 2: C1=NC2=C(N1)C(=S)N=CN2. Cell line: ACHN. Synergy scores: CSS=9.32, Synergy_ZIP=-2.75, Synergy_Bliss=-0.594, Synergy_Loewe=-16.9, Synergy_HSA=-2.54. (3) Synergy scores: CSS=46.2, Synergy_ZIP=-6.79, Synergy_Bliss=2.77, Synergy_Loewe=4.80, Synergy_HSA=5.05. Drug 2: C1C(C(OC1N2C=NC(=NC2=O)N)CO)O. Cell line: OVCAR-8. Drug 1: CC1C(C(CC(O1)OC2CC(CC3=C2C(=C4C(=C3O)C(=O)C5=C(C4=O)C(=CC=C5)OC)O)(C(=O)C)O)N)O.Cl. (4) Drug 1: CC(C1=C(C=CC(=C1Cl)F)Cl)OC2=C(N=CC(=C2)C3=CN(N=C3)C4CCNCC4)N. Drug 2: CNC(=O)C1=CC=CC=C1SC2=CC3=C(C=C2)C(=NN3)C=CC4=CC=CC=N4. Cell line: SNB-75. Synergy scores: CSS=9.30, Synergy_ZIP=-0.545, Synergy_Bliss=5.13, Synergy_Loewe=4.55, Synergy_HSA=4.59. (5) Drug 1: CS(=O)(=O)C1=CC(=C(C=C1)C(=O)NC2=CC(=C(C=C2)Cl)C3=CC=CC=N3)Cl. Drug 2: C1CN(CCN1C(=O)CCBr)C(=O)CCBr. Cell line: KM12. Synergy scores: CSS=38.4, Synergy_ZIP=1.63, Synergy_Bliss=4.45, Synergy_Loewe=7.98, Synergy_HSA=10.1. (6) Drug 1: CC1OCC2C(O1)C(C(C(O2)OC3C4COC(=O)C4C(C5=CC6=C(C=C35)OCO6)C7=CC(=C(C(=C7)OC)O)OC)O)O. Drug 2: COC1=CC(=CC(=C1O)OC)C2C3C(COC3=O)C(C4=CC5=C(C=C24)OCO5)OC6C(C(C7C(O6)COC(O7)C8=CC=CS8)O)O. Cell line: SW-620. Synergy scores: CSS=55.5, Synergy_ZIP=-0.334, Synergy_Bliss=-2.78, Synergy_Loewe=0.757, Synergy_HSA=3.80. (7) Drug 2: CNC(=O)C1=NC=CC(=C1)OC2=CC=C(C=C2)NC(=O)NC3=CC(=C(C=C3)Cl)C(F)(F)F. Cell line: SK-MEL-5. Synergy scores: CSS=10.4, Synergy_ZIP=-3.74, Synergy_Bliss=-1.95, Synergy_Loewe=4.00, Synergy_HSA=-1.24. Drug 1: CC1=C(C=C(C=C1)C(=O)NC2=CC(=CC(=C2)C(F)(F)F)N3C=C(N=C3)C)NC4=NC=CC(=N4)C5=CN=CC=C5.